From a dataset of CYP3A4 inhibition data for predicting drug metabolism from PubChem BioAssay. Regression/Classification. Given a drug SMILES string, predict its absorption, distribution, metabolism, or excretion properties. Task type varies by dataset: regression for continuous measurements (e.g., permeability, clearance, half-life) or binary classification for categorical outcomes (e.g., BBB penetration, CYP inhibition). Dataset: cyp3a4_veith. (1) The molecule is COC(=O)C1=C(C)[C@@H](O)[C@@H](C)[C@H](c2c(OC)c(OC)c(C)c(OC)c2OC)O1. The result is 0 (non-inhibitor). (2) The drug is Cc1cc(C)n2c(SCC(=O)N(C)C3CCS(=O)(=O)C3)nnc2n1. The result is 0 (non-inhibitor). (3) The drug is Cn1c(=O)c(-c2cc(F)cc(F)c2)nc2cnc(N3CCOCC3)nc21. The result is 0 (non-inhibitor). (4) The result is 1 (inhibitor). The molecule is Cc1ccc(Cn2cnc3c(nnn3Cc3ccc(Cl)cc3)c2=O)cc1.